From a dataset of Reaction yield outcomes from USPTO patents with 853,638 reactions. Predict the reaction yield, written as a fraction of the theoretical maximum amount of product (1.0 means a 100% yield; for example, 0.34 means a 34% yield). The reactants are C[O:2][C:3](=[O:29])[C:4]([NH:7][C:8]([C:10]1[CH:19]=[CH:18][C:17]2[C:12](=[CH:13][CH:14]=[CH:15][CH:16]=2)[C:11]=1/[CH:20]=[CH:21]/[C:22]1[CH:27]=[CH:26][C:25]([Cl:28])=[CH:24][CH:23]=1)=[O:9])([CH3:6])[CH3:5].O.O[Li].O. The catalyst is CO. The product is [Cl:28][C:25]1[CH:24]=[CH:23][C:22](/[CH:21]=[CH:20]/[C:11]2[C:12]3[C:17](=[CH:16][CH:15]=[CH:14][CH:13]=3)[CH:18]=[CH:19][C:10]=2[C:8]([NH:7][C:4]([CH3:6])([CH3:5])[C:3]([OH:29])=[O:2])=[O:9])=[CH:27][CH:26]=1. The yield is 0.960.